Dataset: Catalyst prediction with 721,799 reactions and 888 catalyst types from USPTO. Task: Predict which catalyst facilitates the given reaction. (1) Reactant: Cl.[NH2:2][C@@H:3]([CH2:8][CH2:9][CH2:10][NH:11][C:12]([O:14][C:15]([CH3:18])([CH3:17])[CH3:16])=[O:13])[C:4]([O:6][CH3:7])=[O:5].[C:19]1([CH:25]([C:34]2[CH:39]=[CH:38][CH:37]=[CH:36][CH:35]=2)[C:26]2[S:30][C:29]([C:31](O)=[O:32])=[CH:28][CH:27]=2)[CH:24]=[CH:23][CH:22]=[CH:21][CH:20]=1.C(N(C(C)C)CC)(C)C.CN(C(ON1N=NC2C=CC=CC1=2)=[N+](C)C)C.F[P-](F)(F)(F)(F)F. Product: [C:15]([O:14][C:12]([NH:11][CH2:10][CH2:9][CH2:8][C@H:3]([NH:2][C:31]([C:29]1[S:30][C:26]([CH:25]([C:19]2[CH:24]=[CH:23][CH:22]=[CH:21][CH:20]=2)[C:34]2[CH:39]=[CH:38][CH:37]=[CH:36][CH:35]=2)=[CH:27][CH:28]=1)=[O:32])[C:4]([O:6][CH3:7])=[O:5])=[O:13])([CH3:18])([CH3:17])[CH3:16]. The catalyst class is: 39. (2) Reactant: Cl.[CH3:2][O:3][C:4](=[O:7])[CH2:5][NH2:6].C(N(CC)CC)C.[C:15]([NH:18][C:19]1[CH:24]=[CH:23][C:22]([S:25](Cl)(=[O:27])=[O:26])=[CH:21][C:20]=1[Cl:29])(=[O:17])[CH3:16]. Product: [C:15]([NH:18][C:19]1[CH:24]=[CH:23][C:22]([S:25]([NH:6][CH2:5][C:4]([O:3][CH3:2])=[O:7])(=[O:27])=[O:26])=[CH:21][C:20]=1[Cl:29])(=[O:17])[CH3:16]. The catalyst class is: 2. (3) Reactant: [NH2:1][C:2]1[CH:10]=[C:9]([CH3:11])[CH:8]=[CH:7][C:3]=1[C:4]([OH:6])=O.N1[CH:16]=[CH:15]N=C1.C(Cl)(=O)C.Cl.[NH2:22][CH:23]1[CH2:28][CH2:27][C:26](=[O:29])[NH:25][C:24]1=[O:30].P(OC1C=CC=CC=1)(OC1C=CC=CC=1)OC1C=CC=CC=1. Product: [CH3:15][C:16]1[N:22]([CH:23]2[CH2:28][CH2:27][C:26](=[O:29])[NH:25][C:24]2=[O:30])[C:4](=[O:6])[C:3]2[C:2](=[CH:10][C:9]([CH3:11])=[CH:8][CH:7]=2)[N:1]=1. The catalyst class is: 47. (4) Product: [CH2:32]([O:31][C:26](=[O:30])[CH2:27][CH:28]1[S:14][C:12]([C:9]2[NH:10][C:11]3[C:7]([CH:8]=2)=[CH:6][C:5]([O:15][C:16]2[CH:17]=[N:18][C:19]([S:22]([CH3:25])(=[O:24])=[O:23])=[CH:20][CH:21]=2)=[CH:4][C:3]=3[CH2:1][CH3:2])=[N:13][CH2:29]1)[CH3:33]. Reactant: [CH2:1]([C:3]1[CH:4]=[C:5]([O:15][C:16]2[CH:17]=[N:18][C:19]([S:22]([CH3:25])(=[O:24])=[O:23])=[CH:20][CH:21]=2)[CH:6]=[C:7]2[C:11]=1[NH:10][C:9]([C:12](=[S:14])[NH2:13])=[CH:8]2)[CH3:2].[C:26]([O:31][CH2:32][CH3:33])(=[O:30])[C:27]#[C:28][CH3:29].O1CCCC1.C(P(CCCC)CCCC)CCC. The catalyst class is: 11.